Dataset: PAMPA (Parallel Artificial Membrane Permeability Assay) permeability data from NCATS. Task: Regression/Classification. Given a drug SMILES string, predict its absorption, distribution, metabolism, or excretion properties. Task type varies by dataset: regression for continuous measurements (e.g., permeability, clearance, half-life) or binary classification for categorical outcomes (e.g., BBB penetration, CYP inhibition). Dataset: pampa_ncats. (1) The result is 1 (high permeability). The molecule is CCC(C)N(C)C(=O)C1=CC2=CC=CC=C2C(=N1)C3=CC=CC=C3Cl. (2) The molecule is CC[C@@H]1C(=O)N(C2=CN=C(N=C2N1C3CCCC3)NC4=C(C=C(C=C4)C(=O)NC5CCN(CC5)C)OC)C. The result is 1 (high permeability). (3) The molecule is C1=CC=C2C(=C1)C(=NC(=N2)C3=CC=NC=C3)NC4=CC(=C(C=C4)O)F. The result is 1 (high permeability). (4) The molecule is CC(=O)NC1=CC(=C(C=C1)OC)S(=O)(=O)NC2=CC=C(C=C2)Br. The result is 1 (high permeability). (5) The drug is CC1CCN(CC1)S(=O)(=O)C2=CC3=C(C=C2)N(C(=O)C3(C)C)CC(=O)NCC4=CC=CO4. The result is 1 (high permeability). (6) The drug is COC1=CC=CC(=C1)N2CCN(CC2)C3=NC=C4CN(CCC4=N3)CC5=CC=C(C=C5)Br. The result is 1 (high permeability).